The task is: Predict the product of the given reaction.. This data is from Forward reaction prediction with 1.9M reactions from USPTO patents (1976-2016). (1) Given the reactants C1(P(C2CCCCC2)C2C=CC=CC=2C2C=CC=CC=2)CCCCC1.CN(C)C(=O)C.Br[C:33]1[C:34]([NH:40][C:41]2[C:42]([CH3:51])=[C:43]([CH:48]=[CH:49][CH:50]=2)[C:44]([O:46][CH3:47])=[O:45])=[N:35][CH:36]=[C:37]([CH3:39])[CH:38]=1.C1CCN2C(=NCCC2)CC1, predict the reaction product. The product is: [CH3:39][C:37]1[CH:36]=[N:35][C:34]2[NH:40][C:41]3[C:50]([C:33]=2[CH:38]=1)=[CH:49][CH:48]=[C:43]([C:44]([O:46][CH3:47])=[O:45])[C:42]=3[CH3:51]. (2) Given the reactants [CH:1]([N:14]1[CH2:17][C:16]([CH2:20][NH2:21])([CH2:18][CH3:19])[CH2:15]1)([C:8]1[CH:13]=[CH:12][CH:11]=[CH:10][CH:9]=1)[C:2]1[CH:7]=[CH:6][CH:5]=[CH:4][CH:3]=1.[F:22][C:23]([F:34])([F:33])[C:24](O[C:24](=[O:25])[C:23]([F:34])([F:33])[F:22])=[O:25], predict the reaction product. The product is: [CH:1]([N:14]1[CH2:17][C:16]([CH2:20][NH:21][C:24](=[O:25])[C:23]([F:34])([F:33])[F:22])([CH2:18][CH3:19])[CH2:15]1)([C:8]1[CH:13]=[CH:12][CH:11]=[CH:10][CH:9]=1)[C:2]1[CH:3]=[CH:4][CH:5]=[CH:6][CH:7]=1.